From a dataset of Catalyst prediction with 721,799 reactions and 888 catalyst types from USPTO. Predict which catalyst facilitates the given reaction. (1) Reactant: [CH:1]1([NH:4][C:5]([C:7]2[CH:12]=[CH:11][C:10]([N:13]3[CH2:18][CH2:17][N:16](C(OC(C)(C)C)=O)[CH2:15][CH2:14]3)=[C:9]([CH3:26])[CH:8]=2)=[O:6])[CH2:3][CH2:2]1.[ClH:27]. Product: [ClH:27].[ClH:27].[CH:1]1([NH:4][C:5](=[O:6])[C:7]2[CH:12]=[CH:11][C:10]([N:13]3[CH2:14][CH2:15][NH:16][CH2:17][CH2:18]3)=[C:9]([CH3:26])[CH:8]=2)[CH2:3][CH2:2]1. The catalyst class is: 440. (2) Reactant: [H-].[Na+].[CH:3]1([C:6]2[NH:10][C:9]([CH3:11])=[C:8]([C:12]3[CH:19]=[CH:18][C:15]([C:16]#[N:17])=[CH:14][CH:13]=3)[CH:7]=2)[CH2:5][CH2:4]1.Br[CH2:21][C:22]1[CH:23]=[N:24][C:25]([Cl:33])=[C:26]([CH:32]=1)[C:27]([O:29][CH2:30][CH3:31])=[O:28].[Cl-].[Na+]. Product: [Cl:33][C:25]1[N:24]=[CH:23][C:22]([CH2:21][C:7]2[C:8]([C:12]3[CH:13]=[CH:14][C:15]([C:16]#[N:17])=[CH:18][CH:19]=3)=[C:9]([CH3:11])[NH:10][C:6]=2[CH:3]2[CH2:5][CH2:4]2)=[CH:32][C:26]=1[C:27]([O:29][CH2:30][CH3:31])=[O:28]. The catalyst class is: 3. (3) Reactant: [NH2:1][CH2:2][CH2:3][NH:4][C:5]1[C:6]2[N:7]([C:16](=[O:19])[NH:17][N:18]=2)[C:8]2[C:13]([N:14]=1)=[CH:12][CH:11]=[C:10]([F:15])[CH:9]=2.Cl[C:21]1[N:26]=[CH:25][CH:24]=[CH:23][N:22]=1.C(N(C(C)C)CC)(C)C. Product: [F:15][C:10]1[CH:9]=[C:8]2[C:13]([N:14]=[C:5]([NH:4][CH2:3][CH2:2][NH:1][C:21]3[N:26]=[CH:25][CH:24]=[CH:23][N:22]=3)[C:6]3[N:7]2[C:16](=[O:19])[NH:17][N:18]=3)=[CH:12][CH:11]=1. The catalyst class is: 197. (4) Reactant: Cl[C:2]1[CH:7]=[C:6]([Cl:8])[N:5]=[C:4]([O:9][C@H:10]([CH3:14])[CH2:11][O:12][CH3:13])[N:3]=1.Cl.Cl.[CH3:17][O:18][C:19]1[CH:24]=[CH:23][N:22]=[C:21]2[NH:25][CH:26]=[C:27]([CH:28]3[CH2:33][CH2:32][NH:31][CH2:30][CH2:29]3)[C:20]=12.CCN(C(C)C)C(C)C. Product: [Cl:8][C:6]1[N:5]=[C:4]([O:9][C@H:10]([CH3:14])[CH2:11][O:12][CH3:13])[N:3]=[C:2]([N:31]2[CH2:30][CH2:29][CH:28]([C:27]3[C:20]4[C:21](=[N:22][CH:23]=[CH:24][C:19]=4[O:18][CH3:17])[NH:25][CH:26]=3)[CH2:33][CH2:32]2)[CH:7]=1. The catalyst class is: 36. (5) Reactant: [OH:1][C:2]1[CH:7]=[CH:6][C:5]([C:8](=O)[CH2:9][C:10]2[CH:15]=[CH:14][CH:13]=[CH:12][CH:11]=2)=[CH:4][CH:3]=1.Cl.[O:18]([NH2:20])[CH3:19]. Product: [CH3:19][O:18][N:20]=[C:8]([C:5]1[CH:6]=[CH:7][C:2]([OH:1])=[CH:3][CH:4]=1)[CH2:9][C:10]1[CH:15]=[CH:14][CH:13]=[CH:12][CH:11]=1. The catalyst class is: 17. (6) Reactant: [CH:1]1([C:7]2[C:8]3[CH:25]=[CH:24][C:23]([C:26]([O:28][CH2:29][CH3:30])=[O:27])=[N:22][C:9]=3[N:10]3[C:16]=2[C:15]2[CH:17]=[CH:18][CH:19]=[CH:20][C:14]=2[NH:13][C:12](=O)[CH2:11]3)[CH2:6][CH2:5][CH2:4][CH2:3][CH2:2]1.C(=O)([O-])O.[Na+]. Product: [CH:1]1([C:7]2[C:8]3[CH:25]=[CH:24][C:23]([C:26]([O:28][CH2:29][CH3:30])=[O:27])=[N:22][C:9]=3[N:10]3[C:16]=2[C:15]2[CH:17]=[CH:18][CH:19]=[CH:20][C:14]=2[NH:13][CH2:12][CH2:11]3)[CH2:2][CH2:3][CH2:4][CH2:5][CH2:6]1. The catalyst class is: 7. (7) Reactant: [C:1]([O:5][C:6](=[O:32])[CH2:7][CH:8]([CH2:12][CH2:13][P:14]([O:24][CH2:25][C:26]1[CH:31]=[CH:30][CH:29]=[CH:28][CH:27]=1)([O:16][CH2:17][C:18]1[CH:23]=[CH:22][CH:21]=[CH:20][CH:19]=1)=[O:15])[C:9]([OH:11])=O)([CH3:4])([CH3:3])[CH3:2].CCN(C(C)C)C(C)C.[C:42]1([C:51]2[CH:56]=[CH:55][CH:54]=[CH:53][CH:52]=2)[CH:47]=[CH:46][C:45]([CH2:48][CH2:49][NH2:50])=[CH:44][CH:43]=1.CN(C(ON1N=NC2C=CC=CC1=2)=[N+](C)C)C.[B-](F)(F)(F)F.Cl. Product: [C:1]([O:5][C:6](=[O:32])[CH2:7][CH:8]([C:9](=[O:11])[NH:50][CH2:49][CH2:48][C:45]1[CH:46]=[CH:47][C:42]([C:51]2[CH:56]=[CH:55][CH:54]=[CH:53][CH:52]=2)=[CH:43][CH:44]=1)[CH2:12][CH2:13][P:14]([O:24][CH2:25][C:26]1[CH:31]=[CH:30][CH:29]=[CH:28][CH:27]=1)([O:16][CH2:17][C:18]1[CH:23]=[CH:22][CH:21]=[CH:20][CH:19]=1)=[O:15])([CH3:3])([CH3:2])[CH3:4]. The catalyst class is: 3.